This data is from Catalyst prediction with 721,799 reactions and 888 catalyst types from USPTO. The task is: Predict which catalyst facilitates the given reaction. Reactant: [F:1][C:2]1[CH:10]=[C:9]2[C:5]([C:6]([C:20]3[CH:21]=[N:22][CH:23]=[CH:24][CH:25]=3)=[CH:7][N:8]2S(C2C=CC=CC=2)(=O)=O)=[CH:4][CH:3]=1.[OH-].[Na+]. Product: [F:1][C:2]1[CH:10]=[C:9]2[C:5]([C:6]([C:20]3[CH:21]=[N:22][CH:23]=[CH:24][CH:25]=3)=[CH:7][NH:8]2)=[CH:4][CH:3]=1. The catalyst class is: 24.